This data is from Full USPTO retrosynthesis dataset with 1.9M reactions from patents (1976-2016). The task is: Predict the reactants needed to synthesize the given product. (1) Given the product [F:1][C:2]1[C:7]([F:8])=[CH:6][CH:5]=[CH:4][C:3]=1[C@@H:9]1[CH2:19][CH2:18][C@@H:17]([OH:20])[C:12]2=[N:13][CH:14]=[CH:15][CH:16]=[C:11]2[C@@H:10]1[OH:31], predict the reactants needed to synthesize it. The reactants are: [F:1][C:2]1[C:7]([F:8])=[CH:6][CH:5]=[CH:4][C:3]=1[C@@H:9]1[CH2:19][CH2:18][C@@H:17]([O:20][Si](C(C)C)(C(C)C)C(C)C)[C:12]2=[N:13][CH:14]=[CH:15][CH:16]=[C:11]2[C@@H:10]1[OH:31].CCCC[N+](CCCC)(CCCC)CCCC.[F-].C(OCC)(=O)C.CCCCCC. (2) Given the product [NH:22]1[C:30]2[C:25](=[CH:26][C:27]([C:2]3[C:3]([CH3:21])=[CH:4][N:5]4[C:10]([C:11]=3[CH3:12])=[C:9]([CH:13]3[CH2:15][CH2:14]3)[CH:8]=[C:7]([C:16]([O:18][CH3:19])=[O:17])[C:6]4=[O:20])=[CH:28][CH:29]=2)[CH:24]=[N:23]1, predict the reactants needed to synthesize it. The reactants are: Cl[C:2]1[C:3]([CH3:21])=[CH:4][N:5]2[C:10]([C:11]=1[CH3:12])=[C:9]([CH:13]1[CH2:15][CH2:14]1)[CH:8]=[C:7]([C:16]([O:18][CH3:19])=[O:17])[C:6]2=[O:20].[NH:22]1[C:30]2[C:25](=[CH:26][C:27](B3OC(C)(C)C(C)(C)O3)=[CH:28][CH:29]=2)[CH:24]=[N:23]1. (3) Given the product [OH:3][C@@H:4]([CH3:9])[CH2:5][CH2:6][NH:8][C:12](=[O:13])[O:14][C:15]([CH3:18])([CH3:17])[CH3:16], predict the reactants needed to synthesize it. The reactants are: [BH4-].[Na+].[OH:3][C@@H:4]([CH3:9])[CH2:5][C:6]([NH2:8])=O.[OH-].[Na+].[C:12](O[C:12]([O:14][C:15]([CH3:18])([CH3:17])[CH3:16])=[O:13])([O:14][C:15]([CH3:18])([CH3:17])[CH3:16])=[O:13]. (4) Given the product [CH3:19][C:17]1[CH:18]=[C:13]([CH2:12][N:9]2[C:10](=[O:11])[C:6]3[CH:5]=[CH:4][N:3]=[C:2]([C:26]([O:28][C:29]4[CH:34]=[CH:33][CH:32]=[CH:31][CH:30]=4)=[O:27])[C:7]=3[CH2:8]2)[N:14]=[N:15][C:16]=1[O:20][CH2:21][C:22]([F:25])([F:24])[F:23], predict the reactants needed to synthesize it. The reactants are: Cl[C:2]1[C:7]2[CH2:8][N:9]([CH2:12][C:13]3[N:14]=[N:15][C:16]([O:20][CH2:21][C:22]([F:25])([F:24])[F:23])=[C:17]([CH3:19])[CH:18]=3)[C:10](=[O:11])[C:6]=2[CH:5]=[CH:4][N:3]=1.[CH:26]([O:28][C:29]1[CH:34]=[CH:33][CH:32]=[CH:31][CH:30]=1)=[O:27]. (5) The reactants are: C([O-])(=O)C.[NH4+].[C:6]1([S:12]([N:15]2[C:23]3[C:18](=[CH:19][C:20]([CH:24]=O)=[CH:21][CH:22]=3)[C:17]3[CH:26]=[C:27]([Cl:30])[CH:28]=[N:29][C:16]2=3)(=[O:14])=[O:13])[CH:11]=[CH:10][CH:9]=[CH:8][CH:7]=1.[N+:31]([CH3:34])([O-:33])=[O:32]. Given the product [C:6]1([S:12]([N:15]2[C:23]3[C:18](=[CH:19][C:20]([CH:24]=[CH:34][N+:31]([O-:33])=[O:32])=[CH:21][CH:22]=3)[C:17]3[CH:26]=[C:27]([Cl:30])[CH:28]=[N:29][C:16]2=3)(=[O:14])=[O:13])[CH:11]=[CH:10][CH:9]=[CH:8][CH:7]=1, predict the reactants needed to synthesize it. (6) Given the product [OH:26][CH2:25][CH:24]([C:22]1[CH:21]=[CH:20][N:19]=[C:18]([NH:17][C:15](=[O:16])[O:14][C:10]([CH3:13])([CH3:12])[CH3:11])[CH:23]=1)[CH3:30], predict the reactants needed to synthesize it. The reactants are: CC(C[AlH]CC(C)C)C.[C:10]([O:14][C:15]([NH:17][C:18]1[CH:23]=[C:22]([CH:24]([CH3:30])[C:25](OCC)=[O:26])[CH:21]=[CH:20][N:19]=1)=[O:16])([CH3:13])([CH3:12])[CH3:11].O.[O-]S([O-])(=O)=O.[Mg+2]. (7) Given the product [CH2:20]([C:19]([C:16]1[CH:15]=[CH:14][C:13]([C:11]2[CH:12]=[C:7]([CH2:6][C:5]([OH:40])=[O:4])[CH:8]=[N:9][CH:10]=2)=[CH:18][CH:17]=1)([C:22]1[CH:27]=[CH:26][C:25]([C:28]#[C:29][C:30]2([OH:36])[CH2:31][CH2:32][CH2:33][CH2:34][CH2:35]2)=[C:24]([CH3:37])[CH:23]=1)[CH2:38][CH3:39])[CH3:21], predict the reactants needed to synthesize it. The reactants are: [OH-].[Na+].C[O:4][C:5](=[O:40])[CH2:6][C:7]1[CH:8]=[N:9][CH:10]=[C:11]([C:13]2[CH:18]=[CH:17][C:16]([C:19]([CH2:38][CH3:39])([C:22]3[CH:27]=[CH:26][C:25]([C:28]#[C:29][C:30]4([OH:36])[CH2:35][CH2:34][CH2:33][CH2:32][CH2:31]4)=[C:24]([CH3:37])[CH:23]=3)[CH2:20][CH3:21])=[CH:15][CH:14]=2)[CH:12]=1.[Cl-].[NH4+].